Dataset: Forward reaction prediction with 1.9M reactions from USPTO patents (1976-2016). Task: Predict the product of the given reaction. (1) Given the reactants Br[C:2]1[CH:10]=[CH:9][C:5]2[N:6]=[CH:7][S:8][C:4]=2[CH:3]=1.[CH2:11]1[C:20]2[C:15](=[CH:16][CH:17]=[CH:18][CH:19]=2)[CH2:14][CH2:13][NH:12]1.[C:21]([OH:28])(=[O:27])/[CH:22]=[CH:23]\[C:24]([OH:26])=[O:25], predict the reaction product. The product is: [S:8]1[C:4]2[CH:3]=[C:2]([CH:14]3[C:15]4[C:20](=[CH:19][CH:18]=[CH:17][CH:16]=4)[CH2:11][N:12]([CH3:21])[CH2:13]3)[CH:10]=[CH:9][C:5]=2[N:6]=[CH:7]1.[C:21]([OH:28])(=[O:27])/[CH:22]=[CH:23]\[C:24]([OH:26])=[O:25].[S:8]1[C:4]2[CH:3]=[C:2]([CH:14]3[C:15]4[C:20](=[CH:19][CH:18]=[CH:17][CH:16]=4)[CH2:11][N:12]([CH3:21])[CH2:13]3)[CH:10]=[CH:9][C:5]=2[N:6]=[CH:7]1. (2) Given the reactants Cl.[NH2:2][C@H:3]([C:29]1[CH:34]=[CH:33][CH:32]=[CH:31][C:30]=1[Cl:35])[C:4]1[S:5][C:6]2[C:12]([C:13]3[CH:18]=[C:17]([C:19]([OH:28])([C:24]([F:27])([F:26])[F:25])[C:20]([F:23])([F:22])[F:21])[CH:16]=[CH:15][N:14]=3)=[CH:11][CH:10]=[CH:9][C:7]=2[CH:8]=1.[CH3:36][O:37][C:38]1[CH:39]=[C:40]([S:46](Cl)(=[O:48])=[O:47])[CH:41]=[CH:42][C:43]=1[O:44][CH3:45].C(N(C(C)C)C(C)C)C, predict the reaction product. The product is: [Cl:35][C:30]1[CH:31]=[CH:32][CH:33]=[CH:34][C:29]=1[C@H:3]([C:4]1[S:5][C:6]2[C:12]([C:13]3[CH:18]=[C:17]([C:19]([OH:28])([C:20]([F:21])([F:22])[F:23])[C:24]([F:25])([F:26])[F:27])[CH:16]=[CH:15][N:14]=3)=[CH:11][CH:10]=[CH:9][C:7]=2[CH:8]=1)[NH:2][S:46]([C:40]1[CH:41]=[CH:42][C:43]([O:44][CH3:45])=[C:38]([O:37][CH3:36])[CH:39]=1)(=[O:48])=[O:47].